Task: Predict the product of the given reaction.. Dataset: Forward reaction prediction with 1.9M reactions from USPTO patents (1976-2016) Given the reactants [Cl:1][C:2]1[CH:26]=[CH:25][C:5]2=[N:6][N:7]([C:9]3[CH:10]=[C:11]([CH:17]=[C:18]([C:21]([CH3:24])([CH3:23])[CH3:22])[C:19]=3[OH:20])[CH2:12][CH2:13][C:14]([OH:16])=[O:15])[N:8]=[C:4]2[CH:3]=1.[Br:27][C:28]1[CH:45]=[C:44]([Br:46])[CH:43]=[CH:42][C:29]=1[O:30][N:31]1[C:36]([CH3:38])([CH3:37])[CH2:35][CH:34](O)[CH2:33][C:32]1([CH3:41])[CH3:40], predict the reaction product. The product is: [Cl:1][C:2]1[CH:26]=[CH:25][C:5]2=[N:6][N:7]([C:9]3[CH:10]=[C:11]([CH:17]=[C:18]([C:21]([CH3:22])([CH3:23])[CH3:24])[C:19]=3[OH:20])[CH2:12][CH2:13][C:14]([O:16][CH:34]3[CH2:35][C:36]([CH3:38])([CH3:37])[N:31]([O:30][C:29]4[CH:42]=[CH:43][C:44]([Br:46])=[CH:45][C:28]=4[Br:27])[C:32]([CH3:41])([CH3:40])[CH2:33]3)=[O:15])[N:8]=[C:4]2[CH:3]=1.